From a dataset of TCR-epitope binding with 47,182 pairs between 192 epitopes and 23,139 TCRs. Binary Classification. Given a T-cell receptor sequence (or CDR3 region) and an epitope sequence, predict whether binding occurs between them. (1) The epitope is HTTDPSFLGRY. The TCR CDR3 sequence is CASSPQGTEAFF. Result: 1 (the TCR binds to the epitope). (2) The epitope is LPPAYTNSF. The TCR CDR3 sequence is CASSLVGDSTLHF. Result: 1 (the TCR binds to the epitope). (3) The epitope is RPHERNGFTVL. The TCR CDR3 sequence is CASSKEIGLYYNEQFF. Result: 0 (the TCR does not bind to the epitope). (4) The epitope is VLWAHGFEL. The TCR CDR3 sequence is CASSGTGSYEQYF. Result: 1 (the TCR binds to the epitope). (5) The epitope is KLNVGDYFV. The TCR CDR3 sequence is CSARSGLEQFF. Result: 1 (the TCR binds to the epitope). (6) The epitope is IPRRNVATL. Result: 0 (the TCR does not bind to the epitope). The TCR CDR3 sequence is CASSQDFLAGEQYF. (7) The epitope is RAKFKQLL. The TCR CDR3 sequence is CASSSRGNEQFF. Result: 0 (the TCR does not bind to the epitope). (8) The epitope is NLSALGIFST. The TCR CDR3 sequence is CASSLASVTFAAEQFF. Result: 1 (the TCR binds to the epitope).